Dataset: Reaction yield outcomes from USPTO patents with 853,638 reactions. Task: Predict the reaction yield, written as a fraction of the theoretical maximum amount of product (1.0 means a 100% yield; for example, 0.34 means a 34% yield). (1) The reactants are [Cl-].O[NH3+:3].[C:4](=[O:7])([O-])[OH:5].[Na+].CS(C)=O.[CH2:13]([C:17]1[N:18]=[C:19]([CH3:50])[N:20]([C:39]2[CH:40]=[CH:41][C:42]3[O:46][C:45]([CH3:48])([CH3:47])[CH2:44][C:43]=3[CH:49]=2)[C:21](=[O:38])[C:22]=1[CH2:23][C:24]1[CH:29]=[CH:28][C:27]([C:30]2[C:31]([C:36]#[N:37])=[CH:32][CH:33]=[CH:34][CH:35]=2)=[CH:26][CH:25]=1)[CH2:14][CH2:15][CH3:16]. The catalyst is O.C(OCC)(=O)C. The product is [CH2:13]([C:17]1[N:18]=[C:19]([CH3:50])[N:20]([C:39]2[CH:40]=[CH:41][C:42]3[O:46][C:45]([CH3:48])([CH3:47])[CH2:44][C:43]=3[CH:49]=2)[C:21](=[O:38])[C:22]=1[CH2:23][C:24]1[CH:25]=[CH:26][C:27]([C:30]2[CH:35]=[CH:34][CH:33]=[CH:32][C:31]=2[C:36]2[NH:3][C:4](=[O:7])[O:5][N:37]=2)=[CH:28][CH:29]=1)[CH2:14][CH2:15][CH3:16]. The yield is 0.610. (2) The reactants are CC(NC[C@@H]1OC(=O)[N:8]([C:12]2[CH:13]=[CH:14][C:15]([N:19]3[CH2:24][CH2:23][O:22][CH2:21][CH2:20]3)=[C:16]([F:18])[CH:17]=2)C1)=O.FC1C=C([N+]([O-])=O)C=CC=1N1CCOCC1.C([O-])=O.[NH4+].CC(C)=O. The catalyst is [Pd].C(OCC)(=O)C. The product is [F:18][C:16]1[CH:17]=[C:12]([CH:13]=[CH:14][C:15]=1[N:19]1[CH2:24][CH2:23][O:22][CH2:21][CH2:20]1)[NH2:8]. The yield is 0.895. (3) The reactants are [CH3:1][C:2]1([CH3:18])[O:10][C@H:9]2[C@H:4]([C@@H:5]([CH2:16][OH:17])[O:6][C@@H:7]3[O:13][C:12]([CH3:15])([CH3:14])[O:11][C@@H:8]32)[O:3]1.[CH3:19][C:20]1[CH:24]=[C:23]([CH3:25])[NH:22][C:21]=1/[CH:26]=[C:27]1\[C:28](=[O:39])[N:29]([C:36](Cl)=[O:37])[C:30]2[C:35]\1=[CH:34][CH:33]=[CH:32][CH:31]=2. The product is [CH3:15][C:12]1([CH3:14])[O:13][C@H:7]2[O:6][CH:5]([CH2:16][O:17][C:36]([N:29]3[C:30]4[C:35](=[CH:34][CH:33]=[CH:32][CH:31]=4)/[C:27](=[CH:26]/[C:21]4[NH:22][C:23]([CH3:25])=[CH:24][C:20]=4[CH3:19])/[C:28]3=[O:39])=[O:37])[C@@H:4]3[O:3][C:2]([CH3:18])([CH3:1])[O:10][C@@H:9]3[C@H:8]2[O:11]1. The yield is 0.650. The catalyst is N1C=CC=CC=1.C1COCC1. (4) The reactants are Cl[C:2](OCC)=[O:3].[NH2:7][N:8]1[CH:12]=[CH:11][CH:10]=[C:9]1[C:13]([NH2:15])=[O:14].N1C=CC=CC=1. The catalyst is O1CCOCC1. The product is [NH:7]1[C:2](=[O:3])[NH:15][C:13](=[O:14])[C:9]2=[CH:10][CH:11]=[CH:12][N:8]12. The yield is 0.630.